This data is from NCI-60 drug combinations with 297,098 pairs across 59 cell lines. The task is: Regression. Given two drug SMILES strings and cell line genomic features, predict the synergy score measuring deviation from expected non-interaction effect. (1) Drug 1: CC1C(C(=O)NC(C(=O)N2CCCC2C(=O)N(CC(=O)N(C(C(=O)O1)C(C)C)C)C)C(C)C)NC(=O)C3=C4C(=C(C=C3)C)OC5=C(C(=O)C(=C(C5=N4)C(=O)NC6C(OC(=O)C(N(C(=O)CN(C(=O)C7CCCN7C(=O)C(NC6=O)C(C)C)C)C)C(C)C)C)N)C. Synergy scores: CSS=1.28, Synergy_ZIP=-0.205, Synergy_Bliss=1.25, Synergy_Loewe=-7.63, Synergy_HSA=0.266. Cell line: OVCAR-4. Drug 2: CN(C(=O)NC(C=O)C(C(C(CO)O)O)O)N=O. (2) Drug 1: CC12CCC(CC1=CCC3C2CCC4(C3CC=C4C5=CN=CC=C5)C)O. Drug 2: CCC1(CC2CC(C3=C(CCN(C2)C1)C4=CC=CC=C4N3)(C5=C(C=C6C(=C5)C78CCN9C7C(C=CC9)(C(C(C8N6C)(C(=O)OC)O)OC(=O)C)CC)OC)C(=O)OC)O.OS(=O)(=O)O. Cell line: UO-31. Synergy scores: CSS=26.4, Synergy_ZIP=6.66, Synergy_Bliss=12.1, Synergy_Loewe=13.2, Synergy_HSA=13.7. (3) Drug 1: CN(C)C1=NC(=NC(=N1)N(C)C)N(C)C. Drug 2: CC12CCC3C(C1CCC2OP(=O)(O)O)CCC4=C3C=CC(=C4)OC(=O)N(CCCl)CCCl.[Na+]. Cell line: SN12C. Synergy scores: CSS=-2.28, Synergy_ZIP=-1.95, Synergy_Bliss=-5.52, Synergy_Loewe=-9.36, Synergy_HSA=-6.34. (4) Drug 1: CCCS(=O)(=O)NC1=C(C(=C(C=C1)F)C(=O)C2=CNC3=C2C=C(C=N3)C4=CC=C(C=C4)Cl)F. Drug 2: CCC1(C2=C(COC1=O)C(=O)N3CC4=CC5=C(C=CC(=C5CN(C)C)O)N=C4C3=C2)O.Cl. Cell line: SK-MEL-2. Synergy scores: CSS=1.18, Synergy_ZIP=-0.954, Synergy_Bliss=0.464, Synergy_Loewe=-10.9, Synergy_HSA=-3.18.